Dataset: Experimentally validated miRNA-target interactions with 360,000+ pairs, plus equal number of negative samples. Task: Binary Classification. Given a miRNA mature sequence and a target amino acid sequence, predict their likelihood of interaction. (1) The miRNA is hsa-miR-551a with sequence GCGACCCACUCUUGGUUUCCA. The protein sequence of the target gene is MNHDFQALALESRGMGELLPTKKFWEPDDSTKDGQKGIFLGDDEWRETAWGTSHHSMSQPIMVQRRSGQSFHGNSEVNAILSPRSESGGLGVSMVEYVLSSSPADKLDSRFRKGTFGTRDAETDGPEKGDQKGKASPFEEDQNRDLKQDDEDSKINGRGLPNGMDADCKDFNRTPGSRQASPTEVVERLGPSTNPPEGLGPLPNPTANKPLVEEFSNPETQNLDAMDQVGLDSLQFDYPGNQVPMDSSGATVGLFDYNSQQQLFQRTSALTVQQLTAAQQQQYALAAAQQPHIAGVFSAG.... Result: 0 (no interaction). (2) The miRNA is hsa-miR-5006-3p with sequence UUUCCCUUUCCAUCCUGGCAG. The protein sequence of the target gene is MSGVWGAGGPRCQEALAVLASLCRARPPPLGLDVETCRSFELQPPERSPSAAGAGTSVSLLAVVVIVCGVALVAVFLFLFWKLCWMPWRNKEASSPSSANPPLEALQSPSFRGNMADKLKDPSTLGFLEAAVKISHTSPDIPAEVQMSVKEHIMRHTRLQRQTTEPASSTRHTSFKRHLPRQMHVSSVDYGNELPPAAEQPTSIGRIKPELYKQKSVDGEDAKSEATKSCGKINFSLRYDYETETLIVRILKAFDLPAKDFCGSSDPYVKIYLLPDRKCKLQTRVHRKTLNPTFDENFHF.... Result: 1 (interaction). (3) The miRNA is hsa-miR-18a-3p with sequence ACUGCCCUAAGUGCUCCUUCUGG. The protein sequence of the target gene is MAAAAAGGAPGPAPGPAGPPPPAAPTSAARAPPQALRRRGDSRRRQAALFFLNNISLDGRPPSLGPGGEKPPPPPAEAREPPAPPPPEPPTGLPARTPAPQGLLSPTQVPTGLGLDGQRQRKRVTSQRCSLEFLEDAVGCAPAQRTKHTSGSPRHKGLKKTHFIKNMRQYDTRNSRIVLICAKRSLCAAFSVLPYGEGLRISDLRVDSQKQRHPSGGVSVSSEMVFELEGVELGADGKVVSYAKFLYPTNALVTHKSDSHGLLPTPRPSVPRTLPGSRHKPAPTKSAPASTELGSDVGDT.... Result: 0 (no interaction). (4) The miRNA is hsa-miR-1343-3p with sequence CUCCUGGGGCCCGCACUCUCGC. Result: 0 (no interaction). The protein sequence of the target gene is MEFLPGPQHPPGPPTMDLEEPKGPEVPSENHPSNTQSALGPGGPVTLSEMELDTSSVQELVQQLEALPSDLGGPFPDGAPCPLHIATGQGLATQENPDAGGLLSAEAGGDDLLGLLRDEASSPAQSVPQDPAQTAPRLLQPPEDPDGDPGWMEGASAEPADSRSSSSSPEPWLETAPLVTQQEPPVGTQSRETLASCPAVTEVPGPCGPEELMDGVIFGAKYLGSTQLLSERSPAPSTRMGQAQEAMDRVKAPEGETQPMVEVDIFISTKRVKVLAADSQDALMDHALQTISYIADIGPV.... (5) Result: 0 (no interaction). The protein sequence of the target gene is MEASTKAAVGSGAMEASTKAVICTVCSSFVVFQILFHFVSYWFSARVSSGYNSLSIDKKIEWNSRVVSTCHSLLVGIFGLYLFFFDEATITDPLWGDPTYVNINIATASGYLISDLLIILFNWKVIGDKFFIIHHCAGLTAYYFVLTTGALAYIANFRLLAELSSPFVNQRWFFEALKYPKFSKANVINGILMTVVFFIVRIISIPPMYFFLYSVYGTEPYIRFGFVIQSVWIVTCVILDVMNIMWMIKITKGCIKVISLIRQEKAKDSLQNGKLD. The miRNA is hsa-miR-373-5p with sequence ACUCAAAAUGGGGGCGCUUUCC. (6) The miRNA is hsa-miR-661 with sequence UGCCUGGGUCUCUGGCCUGCGCGU. The protein sequence of the target gene is MSGTSSPEAVKKLLENMQSDLRALSLECKKKFPPVKEAAESGIIKVKTIAARNTEILAALKENSSEVVQPFLMGCGTKEPKITQLCLAAIQRLMSHEVVSETAAGNIINMLWQLMENSLEELKLLQTVLVLLTTNTVVHDEALSKAIVLCFRLHFTKDNITNNTAAATVRQVVTVVFERMVAEDERHRDIIEQPVLVQGNSNRRSVSTLKPCAKDAYMLFQDLCQLVNADAPYWLVGMTEMTRTFGLELLESVLNDFPQVFLQHQEFSFLLKERVCPLVIKLFSPNIKFRQGSSTSSSPA.... Result: 1 (interaction). (7) The miRNA is hsa-miR-6879-5p with sequence CAGGGCAGGGAAGGUGGGAGAG. The protein sequence of the target gene is MGNRGMEELIPLVNKLQDAFSSIGQSCHLDLPQIAVVGGQSAGKSSVLENFVGRDFLPRGSGIVTRRPLILQLIFSKTEHAEFLHCKSKKFTDFDEVRQEIEAETDRVTGTNKGISPVPINLRVYSPHVLNLTLIDLPGITKVPVGDQPPDIEYQIKDMILQFISRESSLILAVTPANMDLANSDALKLAKEVDPQGLRTIGVITKLDLMDEGTDARDVLENKLLPLRRGYIGVVNRSQKDIEGKKDIRAALAAERKFFLSHPAYRHMADRMGTPHLQKTLNQQLTNHIRESLPALRSKL.... Result: 1 (interaction).